From a dataset of Reaction yield outcomes from USPTO patents with 853,638 reactions. Predict the reaction yield, written as a fraction of the theoretical maximum amount of product (1.0 means a 100% yield; for example, 0.34 means a 34% yield). (1) The reactants are [C:1]([C:3]1[CH:8]=[CH:7][C:6]([NH:9][C:10]2[CH:19]=[CH:18][C:13]([C:14]([O:16][CH3:17])=[O:15])=[CH:12][CH:11]=2)=[C:5]([N+:20]([O-])=O)[CH:4]=1)#[N:2].O.NN.[CH:26](O)=O. The catalyst is C(O)C.[Pd].C(OC)(OC)OC. The product is [C:1]([C:3]1[CH:8]=[CH:7][C:6]2[N:9]([C:10]3[CH:19]=[CH:18][C:13]([C:14]([O:16][CH3:17])=[O:15])=[CH:12][CH:11]=3)[CH:26]=[N:20][C:5]=2[CH:4]=1)#[N:2]. The yield is 0.630. (2) The reactants are [NH2:1][C:2]([NH2:4])=[S:3].Br[CH2:6][C:7]([C:9]1[CH:14]=[CH:13][C:12]([OH:15])=[C:11]([CH3:16])[CH:10]=1)=O. The catalyst is O1CCOCC1. The product is [NH2:1][C:2]1[S:3][CH:6]=[C:7]([C:9]2[CH:14]=[CH:13][C:12]([OH:15])=[C:11]([CH3:16])[CH:10]=2)[N:4]=1. The yield is 1.00.